This data is from Forward reaction prediction with 1.9M reactions from USPTO patents (1976-2016). The task is: Predict the product of the given reaction. (1) Given the reactants C([O:3][C:4](=O)[CH2:5][CH2:6][NH:7][C:8]1[CH:13]=[C:12]([CH3:14])[CH:11]=[C:10]([CH3:15])[CH:9]=1)C.[NH3:17], predict the reaction product. The product is: [CH3:15][C:10]1[CH:9]=[C:8]([NH:7][CH2:6][CH2:5][C:4]([NH2:17])=[O:3])[CH:13]=[C:12]([CH3:14])[CH:11]=1. (2) Given the reactants [CH3:1][O:2][C:3]1[CH:10]=[CH:9][C:6]([CH2:7]O)=[CH:5][C:4]=1[C:11]1[C:20]([CH3:21])=[CH:19][C:18]2[C:17]([CH3:23])([CH3:22])[CH2:16][CH:15]([CH3:24])[CH:14]([CH3:25])[C:13]=2[CH:12]=1.[BrH:26], predict the reaction product. The product is: [CH3:1][O:2][C:3]1[CH:10]=[CH:9][C:6]([CH2:7][Br:26])=[CH:5][C:4]=1[C:11]1[C:20]([CH3:21])=[CH:19][C:18]2[C:17]([CH3:23])([CH3:22])[CH2:16][CH:15]([CH3:24])[CH:14]([CH3:25])[C:13]=2[CH:12]=1. (3) Given the reactants Br[C:2]1[CH:3]=[C:4]2[C:8](=[CH:9][CH:10]=1)[NH:7][N:6]=[C:5]2[O:11][CH3:12].[CH2:13]([O:15][C:16](=[O:36])[CH:17]=[C:18](C1C=CC(OC)=C2C=1C=CN2)[C:19]1[CH:24]=[CH:23][CH:22]=[CH:21][CH:20]=1)[CH3:14], predict the reaction product. The product is: [CH2:13]([O:15][C:16](=[O:36])[CH:17]=[C:18]([C:2]1[CH:3]=[C:4]2[C:8](=[CH:9][CH:10]=1)[NH:7][N:6]=[C:5]2[O:11][CH3:12])[C:19]1[CH:24]=[CH:23][CH:22]=[CH:21][CH:20]=1)[CH3:14]. (4) Given the reactants [Br:1][C:2]1[CH:3]=[C:4]([CH:7]=O)[O:5][CH:6]=1.C(Cl)Cl.[N:12]1([C:18]([O:20][C:21]([CH3:24])([CH3:23])[CH3:22])=[O:19])[CH2:17][CH2:16][NH:15][CH2:14][CH2:13]1.C(O[BH-](OC(=O)C)OC(=O)C)(=O)C.[Na+], predict the reaction product. The product is: [Br:1][C:2]1[CH:3]=[C:4]([CH2:7][N:15]2[CH2:14][CH2:13][N:12]([C:18]([O:20][C:21]([CH3:24])([CH3:23])[CH3:22])=[O:19])[CH2:17][CH2:16]2)[O:5][CH:6]=1. (5) Given the reactants CN1C(=O)N(C)CC1.[Br:9][C:10]1[CH:16]=[C:15]([C:17]([F:29])([C:22]([F:28])([F:27])[C:23]([F:26])([F:25])[F:24])[C:18]([F:21])([F:20])[F:19])[CH:14]=[C:13]([Br:30])[C:11]=1[NH2:12].[Cl:31][C:32]1[C:40]([N+:41]([O-:43])=[O:42])=[CH:39][CH:38]=[CH:37][C:33]=1[C:34](Cl)=[O:35].O, predict the reaction product. The product is: [Cl:31][C:32]1[C:40]([N+:41]([O-:43])=[O:42])=[CH:39][CH:38]=[CH:37][C:33]=1[C:34]([NH:12][C:11]1[C:10]([Br:9])=[CH:16][C:15]([C:17]([F:29])([C:22]([F:27])([F:28])[C:23]([F:24])([F:25])[F:26])[C:18]([F:19])([F:20])[F:21])=[CH:14][C:13]=1[Br:30])=[O:35]. (6) Given the reactants [CH3:1][O:2][C:3]1[N:8]=[C:7]([C:9]([OH:11])=O)[CH:6]=[CH:5][CH:4]=1.ClC(N(C)C)=C(C)C.[C:20]([O:24][C:25]([N:27]1[CH2:32][CH2:31][NH:30][C:29]([CH3:34])([CH3:33])[CH2:28]1)=[O:26])([CH3:23])([CH3:22])[CH3:21].CCN(C(C)C)C(C)C, predict the reaction product. The product is: [C:20]([O:24][C:25]([N:27]1[CH2:32][CH2:31][N:30]([C:9]([C:7]2[CH:6]=[CH:5][CH:4]=[C:3]([O:2][CH3:1])[N:8]=2)=[O:11])[C:29]([CH3:34])([CH3:33])[CH2:28]1)=[O:26])([CH3:23])([CH3:21])[CH3:22]. (7) Given the reactants CC1C=C(N2CCN(CCOC3C=CC=CC=3)C2=O)SC=1C(O)=O.[F:25][C:26]1[CH:47]=[CH:46][C:29]([CH2:30][N:31]2[CH2:35][CH2:34][N:33]([C:36]3[S:40][C:39]([C:41](O)=[O:42])=[C:38]([CH3:44])[CH:37]=3)[C:32]2=[O:45])=[CH:28][CH:27]=1.[Cl:48][C:49]1[N:54]=[CH:53][C:52]([CH2:55][NH2:56])=[CH:51][CH:50]=1, predict the reaction product. The product is: [Cl:48][C:49]1[N:54]=[CH:53][C:52]([CH2:55][NH:56][C:41]([C:39]2[S:40][C:36]([N:33]3[CH2:34][CH2:35][N:31]([CH2:30][C:29]4[CH:28]=[CH:27][C:26]([F:25])=[CH:47][CH:46]=4)[C:32]3=[O:45])=[CH:37][C:38]=2[CH3:44])=[O:42])=[CH:51][CH:50]=1.